From a dataset of Full USPTO retrosynthesis dataset with 1.9M reactions from patents (1976-2016). Predict the reactants needed to synthesize the given product. (1) Given the product [CH3:6][S:7][C:8]1[N:10]=[CH:23][C:24]2[CH2:25][N:26]([C:31]([O:33][C:34]([CH3:37])([CH3:36])[CH3:35])=[O:32])[CH2:27][CH2:28][C:29]=2[N:9]=1, predict the reactants needed to synthesize it. The reactants are: S([O-])([O-])(=O)=O.[CH3:6][S:7][C:8]([NH2:10])=[NH2+:9].[CH3:6][S:7][C:8]([NH2:10])=[NH2+:9].[O-]CC.[Na+].CN([CH:23]=[C:24]1[C:29](=O)[CH2:28][CH2:27][N:26]([C:31]([O:33][C:34]([CH3:37])([CH3:36])[CH3:35])=[O:32])[CH2:25]1)C. (2) Given the product [CH2:13]([O:12][CH2:11][CH2:10][N:7]1[C:8](=[O:9])[C@@H:2]([NH:1][C:30](=[O:31])[C:29]([OH:28])([CH3:42])[C:33]([NH:35][CH2:36][CH2:37][C:38]([F:41])([F:39])[F:40])=[O:34])[C:3]2[CH:27]=[CH:26][CH:25]=[CH:24][C:4]=2[C:5]2[CH:23]=[CH:22][CH:21]=[CH:20][C:6]1=2)[C:14]1[CH:19]=[CH:18][CH:17]=[CH:16][CH:15]=1, predict the reactants needed to synthesize it. The reactants are: [NH2:1][C@@H:2]1[C:8](=[O:9])[N:7]([CH2:10][CH2:11][O:12][CH2:13][C:14]2[CH:19]=[CH:18][CH:17]=[CH:16][CH:15]=2)[C:6]2[CH:20]=[CH:21][CH:22]=[CH:23][C:5]=2[C:4]2[CH:24]=[CH:25][CH:26]=[CH:27][C:3]1=2.[OH:28][C:29]([CH3:42])([C:33]([NH:35][CH2:36][CH2:37][C:38]([F:41])([F:40])[F:39])=[O:34])[C:30](O)=[O:31].